From a dataset of hERG Central: cardiac toxicity at 1µM, 10µM, and general inhibition. Predict hERG channel inhibition at various concentrations. (1) The molecule is OCCC1CN(Cc2cnc(-c3ccccc3)s2)CCN1CCc1ccccc1. Results: hERG_inhib (hERG inhibition (general)): blocker. (2) The compound is COc1ccc(N(CC(O)CN2CCCCC2)S(=O)(=O)c2ccc(C)cc2)cc1. Results: hERG_inhib (hERG inhibition (general)): blocker. (3) The compound is CN(CC1CCCN(CCc2ccc(Cl)cc2)C1)C(=O)C(=O)c1ccco1. Results: hERG_inhib (hERG inhibition (general)): blocker. (4) The compound is CCn1c(SCC(=O)NC(=O)c2ccccc2OC)nc2ccccc21. Results: hERG_inhib (hERG inhibition (general)): blocker.